This data is from NCI-60 drug combinations with 297,098 pairs across 59 cell lines. The task is: Regression. Given two drug SMILES strings and cell line genomic features, predict the synergy score measuring deviation from expected non-interaction effect. (1) Drug 1: C1=CN(C(=O)N=C1N)C2C(C(C(O2)CO)O)(F)F. Drug 2: CN1C(=O)N2C=NC(=C2N=N1)C(=O)N. Cell line: SW-620. Synergy scores: CSS=67.0, Synergy_ZIP=-5.28, Synergy_Bliss=-6.20, Synergy_Loewe=-6.65, Synergy_HSA=4.05. (2) Drug 1: C1CCN(CC1)CCOC2=CC=C(C=C2)C(=O)C3=C(SC4=C3C=CC(=C4)O)C5=CC=C(C=C5)O. Drug 2: C1=NNC2=C1C(=O)NC=N2. Cell line: K-562. Synergy scores: CSS=15.7, Synergy_ZIP=4.93, Synergy_Bliss=5.72, Synergy_Loewe=3.78, Synergy_HSA=5.91. (3) Drug 1: CN(C)N=NC1=C(NC=N1)C(=O)N. Drug 2: CS(=O)(=O)OCCCCOS(=O)(=O)C. Cell line: HL-60(TB). Synergy scores: CSS=59.3, Synergy_ZIP=13.4, Synergy_Bliss=14.2, Synergy_Loewe=-2.17, Synergy_HSA=16.2. (4) Drug 1: CC1OCC2C(O1)C(C(C(O2)OC3C4COC(=O)C4C(C5=CC6=C(C=C35)OCO6)C7=CC(=C(C(=C7)OC)O)OC)O)O. Drug 2: C1C(C(OC1N2C=NC3=C2NC=NCC3O)CO)O. Cell line: BT-549. Synergy scores: CSS=24.6, Synergy_ZIP=-3.57, Synergy_Bliss=1.83, Synergy_Loewe=-12.3, Synergy_HSA=3.40. (5) Drug 1: CC1=C2C(C(=O)C3(C(CC4C(C3C(C(C2(C)C)(CC1OC(=O)C(C(C5=CC=CC=C5)NC(=O)OC(C)(C)C)O)O)OC(=O)C6=CC=CC=C6)(CO4)OC(=O)C)OC)C)OC. Drug 2: CC(C)(C#N)C1=CC(=CC(=C1)CN2C=NC=N2)C(C)(C)C#N. Cell line: MDA-MB-231. Synergy scores: CSS=21.6, Synergy_ZIP=2.01, Synergy_Bliss=-1.86, Synergy_Loewe=-21.5, Synergy_HSA=-1.14. (6) Drug 1: CS(=O)(=O)C1=CC(=C(C=C1)C(=O)NC2=CC(=C(C=C2)Cl)C3=CC=CC=N3)Cl. Drug 2: C1=NC2=C(N1)C(=S)N=C(N2)N. Cell line: LOX IMVI. Synergy scores: CSS=42.7, Synergy_ZIP=2.74, Synergy_Bliss=-1.11, Synergy_Loewe=-10.4, Synergy_HSA=0.669.